Predict the product of the given reaction. From a dataset of Forward reaction prediction with 1.9M reactions from USPTO patents (1976-2016). Given the reactants [Cl:1][C:2]1[CH:7]=[CH:6][C:5]([S:8]([N:11]([C:15]2[C:16]([C:22]([N:24]3[CH2:29][CH:28]([CH3:30])[O:27][CH:26]([CH3:31])[CH2:25]3)=[O:23])=[N:17][CH:18]=[C:19]([Cl:21])[CH:20]=2)COC)(=[O:10])=[O:9])=[CH:4][C:3]=1[C:32]([F:35])([F:34])[F:33], predict the reaction product. The product is: [Cl:1][C:2]1[CH:7]=[CH:6][C:5]([S:8]([NH:11][C:15]2[C:16]([C:22]([N:24]3[CH2:25][CH:26]([CH3:31])[O:27][CH:28]([CH3:30])[CH2:29]3)=[O:23])=[N:17][CH:18]=[C:19]([Cl:21])[CH:20]=2)(=[O:9])=[O:10])=[CH:4][C:3]=1[C:32]([F:35])([F:34])[F:33].